From a dataset of Reaction yield outcomes from USPTO patents with 853,638 reactions. Predict the reaction yield, written as a fraction of the theoretical maximum amount of product (1.0 means a 100% yield; for example, 0.34 means a 34% yield). (1) The reactants are [N+:1]([C:4]1[CH:9]=[CH:8][C:7]([C:10]2[CH:15]=[CH:14][N:13]=[C:12]([C:16]3[CH:21]=[CH:20][C:19]([C:22]([F:25])([F:24])[F:23])=[CH:18][CH:17]=3)[N:11]=2)=[CH:6][CH:5]=1)([O-])=O.[Na].O.O.Cl.FC(F)(F)C1C=CC(C(N)=N)=CC=1. The catalyst is CCO.C(Cl)(Cl)Cl.CCOC(C)=O. The product is [F:25][C:22]([F:23])([F:24])[C:19]1[CH:18]=[CH:17][C:16]([C:12]2[N:11]=[C:10]([C:7]3[CH:8]=[CH:9][C:4]([NH2:1])=[CH:5][CH:6]=3)[CH:15]=[CH:14][N:13]=2)=[CH:21][CH:20]=1. The yield is 0.910. (2) The reactants are [S-:1][C:2]#[N:3].[K+].[NH2:5][C:6]1[CH:7]=[CH:8][C:9]([O:12][C:13]2[CH:14]=[C:15]([NH:21][C:22](=[O:34])[C:23]3[CH:28]=[CH:27][CH:26]=[C:25]([C:29]([C:32]#[N:33])([CH3:31])[CH3:30])[CH:24]=3)[CH:16]=[CH:17][C:18]=2[CH2:19][CH3:20])=[N:10][CH:11]=1.BrBr. The catalyst is C(O)(=O)C. The product is [NH2:3][C:2]1[S:1][C:11]2[C:6]([N:5]=1)=[CH:7][CH:8]=[C:9]([O:12][C:13]1[CH:14]=[C:15]([NH:21][C:22](=[O:34])[C:23]3[CH:28]=[CH:27][CH:26]=[C:25]([C:29]([C:32]#[N:33])([CH3:31])[CH3:30])[CH:24]=3)[CH:16]=[CH:17][C:18]=1[CH2:19][CH3:20])[N:10]=2. The yield is 0.870. (3) The reactants are Cl[C:2]1[CH:7]=[CH:6][CH:5]=[C:4]([Cl:8])[C:3]=1[O:9][CH3:10].[C:11]([N:18]1[CH2:23][CH2:22][NH:21][CH2:20][CH2:19]1)([O:13][C:14]([CH3:17])([CH3:16])[CH3:15])=[O:12].C([O-])([O-])=O.[Cs+].[Cs+].C1(P(C2CCCCC2)C2C=CC=CC=2C2C=CC=CC=2N(C)C)CCCCC1. The catalyst is C1(C)C=CC=CC=1.C1C=CC(/C=C/C(/C=C/C2C=CC=CC=2)=O)=CC=1.C1C=CC(/C=C/C(/C=C/C2C=CC=CC=2)=O)=CC=1.C1C=CC(/C=C/C(/C=C/C2C=CC=CC=2)=O)=CC=1.[Pd].[Pd].CCOCC.CCOC(C)=O. The product is [C:14]([O:13][C:11]([N:18]1[CH2:23][CH2:22][N:21]([C:2]2[CH:7]=[CH:6][CH:5]=[C:4]([Cl:8])[C:3]=2[O:9][CH3:10])[CH2:20][CH2:19]1)=[O:12])([CH3:17])([CH3:15])[CH3:16]. The yield is 0.0800. (4) The reactants are C1CN([P+](Br)(N2CCCC2)N2CCCC2)CC1.F[P-](F)(F)(F)(F)F.[NH:25]1[CH2:31][CH2:30][CH2:29][CH2:28][CH:27]([CH2:32][OH:33])[CH2:26]1.[Cl:34][C:35]1[CH:40]=[CH:39][C:38]([C:41]2([C:45](O)=[O:46])[CH2:44][CH2:43][CH2:42]2)=[CH:37][CH:36]=1. The catalyst is C(Cl)Cl. The product is [Cl:34][C:35]1[CH:36]=[CH:37][C:38]([C:41]2([C:45]([N:25]3[CH2:31][CH2:30][CH2:29][CH2:28][CH:27]([CH2:32][OH:33])[CH2:26]3)=[O:46])[CH2:44][CH2:43][CH2:42]2)=[CH:39][CH:40]=1. The yield is 0.950. (5) The reactants are [C:1]1([C:7]2[CH:12]=[C:11]([CH:13]3[CH2:18][CH2:17][N:16]([CH2:19][CH2:20][N:21]4[CH2:26][CH2:25][O:24][CH2:23][CH2:22]4)[CH2:15][CH2:14]3)[CH:10]=[CH:9][C:8]=2[NH:27][C:28]([C:30]2[N:31](COCC[Si](C)(C)C)[CH:32]=[C:33]([C:35]#[N:36])[N:34]=2)=[O:29])[CH2:6][CH2:5][CH2:4][CH2:3][CH:2]=1.[C:45]([OH:51])([C:47]([F:50])([F:49])[F:48])=[O:46]. The catalyst is C(Cl)Cl.CCO. The product is [F:48][C:47]([F:50])([F:49])[C:45]([OH:51])=[O:46].[C:1]1([C:7]2[CH:12]=[C:11]([CH:13]3[CH2:18][CH2:17][N:16]([CH2:19][CH2:20][N:21]4[CH2:26][CH2:25][O:24][CH2:23][CH2:22]4)[CH2:15][CH2:14]3)[CH:10]=[CH:9][C:8]=2[NH:27][C:28]([C:30]2[NH:31][CH:32]=[C:33]([C:35]#[N:36])[N:34]=2)=[O:29])[CH2:6][CH2:5][CH2:4][CH2:3][CH:2]=1. The yield is 0.800. (6) The catalyst is C(Cl)Cl. The reactants are O=C1CCC(=O)N1[O:8][C:9](=O)[CH2:10][C:11]#[N:12].C(N(CC)CC)C.[F:21][C:22]1[CH:23]=[CH:24][C:25]2[N:26]([C:28]([C:31]3[N:36]=[C:35]([N:37]4[CH2:42][CH2:41][N:40]([C:43]([O:45][CH2:46][C:47]5[CH:52]=[CH:51][CH:50]=[CH:49][CH:48]=5)=[O:44])[CH2:39][CH2:38]4)[CH:34]=[C:33]([NH:53][C@@H:54]4[CH2:59][CH2:58][CH2:57][NH:56][CH2:55]4)[N:32]=3)=[CH:29][N:30]=2)[CH:27]=1. The product is [C:11]([CH2:10][C:9]([N:56]1[CH2:57][CH2:58][CH2:59][C@@H:54]([NH:53][C:33]2[N:32]=[C:31]([C:28]3[N:26]4[CH:27]=[C:22]([F:21])[CH:23]=[CH:24][C:25]4=[N:30][CH:29]=3)[N:36]=[C:35]([N:37]3[CH2:38][CH2:39][N:40]([C:43]([O:45][CH2:46][C:47]4[CH:52]=[CH:51][CH:50]=[CH:49][CH:48]=4)=[O:44])[CH2:41][CH2:42]3)[CH:34]=2)[CH2:55]1)=[O:8])#[N:12]. The yield is 0.760. (7) The reactants are [Br:1][C:2]1[CH:3]=[C:4]([CH:21]=[C:22]([C:24]([F:27])([F:26])[F:25])[CH:23]=1)[C:5]([N:7]([CH2:9][C@H:10]([C:14]1[CH:19]=[CH:18][C:17]([F:20])=[CH:16][CH:15]=1)[CH2:11][CH:12]=O)[CH3:8])=[O:6].[NH:28]1[CH2:31][CH:30]([N:32]2[CH2:37][CH2:36][N:35]3[C:38](=[O:42])[CH2:39][CH2:40][CH2:41][CH:34]3[CH2:33]2)[CH2:29]1.CCN(C(C)C)C(C)C.C(O[BH-](OC(=O)C)OC(=O)C)(=O)C.[Na+].C(Cl)[Cl:67]. No catalyst specified. The product is [ClH:67].[ClH:67].[Br:1][C:2]1[CH:3]=[C:4]([CH:21]=[C:22]([C:24]([F:27])([F:25])[F:26])[CH:23]=1)[C:5]([N:7]([CH2:9][C@H:10]([C:14]1[CH:15]=[CH:16][C:17]([F:20])=[CH:18][CH:19]=1)[CH2:11][CH2:12][N:28]1[CH2:29][CH:30]([N:32]2[CH2:37][CH2:36][N:35]3[C:38](=[O:42])[CH2:39][CH2:40][CH2:41][CH:34]3[CH2:33]2)[CH2:31]1)[CH3:8])=[O:6]. The yield is 0.700.